Task: Predict the product of the given reaction.. Dataset: Forward reaction prediction with 1.9M reactions from USPTO patents (1976-2016) (1) Given the reactants [F:1][C:2]1[CH:3]=[C:4](B(O)O)[CH:5]=[CH:6][C:7]=1[F:8].[Cl:12][C:13]1[CH:14]=[C:15]([CH2:19][N:20]2[CH:24]=[CH:23][N:22]=[C:21]2[CH3:25])[N:16]=[N:17][CH:18]=1, predict the reaction product. The product is: [ClH:12].[F:1][C:2]1[CH:3]=[C:4]([C:13]2[CH:14]=[C:15]([CH2:19][N:20]3[CH:24]=[CH:23][N:22]=[C:21]3[CH3:25])[N:16]=[N:17][CH:18]=2)[CH:5]=[CH:6][C:7]=1[F:8]. (2) Given the reactants Br[C:2]1[CH:3]=[CH:4][C:5]([O:10][CH2:11][CH2:12][O:13][Si:14]([C:17]([CH3:20])([CH3:19])[CH3:18])([CH3:16])[CH3:15])=[C:6]([CH:9]=1)[CH:7]=[O:8].[CH:21]1(B(O)O)[CH2:23][CH2:22]1.P([O-])([O-])([O-])=O.[K+].[K+].[K+], predict the reaction product. The product is: [C:17]([Si:14]([CH3:16])([CH3:15])[O:13][CH2:12][CH2:11][O:10][C:5]1[CH:4]=[CH:3][C:2]([CH:21]2[CH2:23][CH2:22]2)=[CH:9][C:6]=1[CH:7]=[O:8])([CH3:20])([CH3:19])[CH3:18].